From a dataset of Full USPTO retrosynthesis dataset with 1.9M reactions from patents (1976-2016). Predict the reactants needed to synthesize the given product. Given the product [CH:3]1([CH2:6][C@H:7]([NH:10][C:11](=[O:17])[O:12][C:13]([CH3:14])([CH3:16])[CH3:15])[CH2:8][O:9][CH2:19][CH2:20][O:21][CH3:22])[CH2:5][CH2:4]1, predict the reactants needed to synthesize it. The reactants are: [H-].[Na+].[CH:3]1([CH2:6][C@H:7]([NH:10][C:11](=[O:17])[O:12][C:13]([CH3:16])([CH3:15])[CH3:14])[CH2:8][OH:9])[CH2:5][CH2:4]1.Br[CH2:19][CH2:20][O:21][CH3:22].